This data is from Forward reaction prediction with 1.9M reactions from USPTO patents (1976-2016). The task is: Predict the product of the given reaction. (1) Given the reactants [CH2:1]([OH:13])[CH2:2][CH2:3][CH2:4][CH2:5][CH2:6][CH2:7][CH2:8][CH2:9][CH2:10][CH2:11][CH3:12].[Cl:14][CH2:15][C:16](O)=[O:17].S(=O)(=O)(O)O, predict the reaction product. The product is: [Cl:14][CH2:15][C:16]([O:13][CH2:1][CH2:2][CH2:3][CH2:4][CH2:5][CH2:6][CH2:7][CH2:8][CH2:9][CH2:10][CH2:11][CH3:12])=[O:17]. (2) Given the reactants [CH3:1][O:2][C:3]1[CH:12]=[C:11]2[C:6]([CH:7]=[CH:8][C:9]([NH2:13])=[CH:10]2)=[CH:5][CH:4]=1.[CH3:14][C:15]([O:18][C:19](O[C:19]([O:18][C:15]([CH3:17])([CH3:16])[CH3:14])=[O:20])=[O:20])([CH3:17])[CH3:16], predict the reaction product. The product is: [CH3:1][O:2][C:3]1[CH:12]=[C:11]2[C:6]([CH:7]=[CH:8][C:9]([NH:13][C:19](=[O:20])[O:18][C:15]([CH3:17])([CH3:16])[CH3:14])=[CH:10]2)=[CH:5][CH:4]=1. (3) Given the reactants P(Cl)(Cl)([Cl:3])=O.[CH:6]1[C:7]2[C:14](=O)[NH:13][CH:12]=[N:11][C:8]=2[NH:9][N:10]=1.CN(C)C1C=CC=CC=1, predict the reaction product. The product is: [Cl:3][C:14]1[N:13]=[CH:12][N:11]=[C:8]2[NH:9][N:10]=[CH:6][C:7]=12. (4) The product is: [CH2:13]([N:4]([C:5]1[CH:10]=[CH:9][CH:8]=[CH:7][CH:6]=1)[C:1](=[O:3])[CH3:2])[CH2:14][CH2:15][CH2:16][CH3:17]. Given the reactants [C:1]([NH:4][C:5]1[CH:10]=[CH:9][CH:8]=[CH:7][CH:6]=1)(=[O:3])[CH3:2].[OH-].[K+].[CH2:13](I)[CH2:14][CH2:15][CH2:16][CH3:17], predict the reaction product. (5) The product is: [C:8]1([C:14]2[N:1]([CH2:4][CH2:5][CH2:6][OH:7])[N:2]=[N:3][CH:15]=2)[CH:13]=[CH:12][CH:11]=[CH:10][CH:9]=1. Given the reactants [N:1]([CH2:4][CH2:5][CH2:6][OH:7])=[N+:2]=[N-:3].[C:8]1([C:14]#[CH:15])[CH:13]=[CH:12][CH:11]=[CH:10][CH:9]=1, predict the reaction product. (6) Given the reactants [C:1]([O:5][C:6]([N:8]1[CH2:12][C@H:11]([F:13])[CH2:10][C@H:9]1[C:14](O)=[O:15])=[O:7])([CH3:4])([CH3:3])[CH3:2].ClC(OCC(C)C)=O.CN1CCOCC1.[BH4-].[Na+], predict the reaction product. The product is: [F:13][C@H:11]1[CH2:12][N:8]([C:6]([O:5][C:1]([CH3:2])([CH3:3])[CH3:4])=[O:7])[C@H:9]([CH2:14][OH:15])[CH2:10]1. (7) Given the reactants [CH3:1][O:2][C:3]1[CH:4]=[C:5]([CH2:9][C:10]([C:12]2[CH:17]=[CH:16][CH:15]=[CH:14][CH:13]=2)=O)[CH:6]=[CH:7][CH:8]=1.[Br:18][C:19]1[CH:20]=[CH:21][C:22]([NH:25]N)=[N:23][CH:24]=1, predict the reaction product. The product is: [Br:18][C:19]1[CH:20]=[C:21]2[C:9]([C:5]3[CH:6]=[CH:7][CH:8]=[C:3]([O:2][CH3:1])[CH:4]=3)=[C:10]([C:12]3[CH:17]=[CH:16][CH:15]=[CH:14][CH:13]=3)[NH:25][C:22]2=[N:23][CH:24]=1. (8) Given the reactants [NH2:1][C:2]1[N:7]=[CH:6][C:5]([C:8](O)=[O:9])=[CH:4][C:3]=1[CH2:11][O:12][CH:13]1[C:17]([F:19])([F:18])[CH2:16][N:15]([C:20](=[O:33])[CH2:21][C:22]2[CH:27]=[CH:26][C:25]([O:28][C:29]([F:32])([F:31])[F:30])=[CH:24][CH:23]=2)[CH2:14]1.[CH3:34][NH2:35], predict the reaction product. The product is: [NH2:1][C:2]1[N:7]=[CH:6][C:5]([C:8]([NH:35][CH3:34])=[O:9])=[CH:4][C:3]=1[CH2:11][O:12][C@H:13]1[C:17]([F:18])([F:19])[CH2:16][N:15]([C:20](=[O:33])[CH2:21][C:22]2[CH:27]=[CH:26][C:25]([O:28][C:29]([F:30])([F:31])[F:32])=[CH:24][CH:23]=2)[CH2:14]1.